Dataset: Full USPTO retrosynthesis dataset with 1.9M reactions from patents (1976-2016). Task: Predict the reactants needed to synthesize the given product. (1) Given the product [NH:20]1[C:21]2[C:17](=[CH:16][C:15]([CH2:14][C:9]3[C:10](=[O:13])[CH:11]=[CH:12][N:7]([C:5]4[CH:4]=[N:3][N:2]([CH3:1])[CH:6]=4)[N:8]=3)=[CH:23][CH:22]=2)[CH:18]=[N:19]1, predict the reactants needed to synthesize it. The reactants are: [CH3:1][N:2]1[CH:6]=[C:5]([N:7]2[CH:12]=[CH:11][C:10](=[O:13])[C:9]([CH2:14][C:15]3[CH:16]=[C:17]4[C:21](=[CH:22][CH:23]=3)[N:20](C(OC(C)(C)C)=O)[N:19]=[CH:18]4)=[N:8]2)[CH:4]=[N:3]1.C(O)(C(F)(F)F)=O. (2) Given the product [CH3:75][C:43]([O:45][C:46]1[CH:51]=[CH:50][C:49]([O:52][C:53]2[CH:58]=[C:57]([CH2:59][N:60]([CH3:2])[C:61](=[O:72])[C:62]3[CH:63]=[CH:64][C:65]([C:68]([F:71])([F:69])[F:70])=[CH:66][CH:67]=3)[CH:56]=[C:55]([CH3:73])[CH:54]=2)=[CH:48][C:47]=1[CH3:74])([CH3:44])[C:42]([OH:41])=[O:76], predict the reactants needed to synthesize it. The reactants are: F[C:2]1C=C(C=C(C(NC(=O)C2C=CC(C(F)(F)F)=CC=2C)C)C=1)OC1C=CC(OC(C)(C)C(O)=O)=C(C)C=1.C([O:41][C:42](=[O:76])[C:43]([CH3:75])([O:45][C:46]1[CH:51]=[CH:50][C:49]([O:52][C:53]2[CH:58]=[C:57]([CH2:59][NH:60][C:61](=[O:72])[C:62]3[CH:67]=[CH:66][C:65]([C:68]([F:71])([F:70])[F:69])=[CH:64][CH:63]=3)[CH:56]=[C:55]([CH3:73])[CH:54]=2)=[CH:48][C:47]=1[CH3:74])[CH3:44])C. (3) Given the product [F:1][C:2]1[C:7]([F:8])=[CH:6][CH:5]=[CH:4][C:3]=1[C:9]1[N:17]=[C:12]2[CH:13]=[N:14][N:15]([CH2:19][C:20]3[O:24][N:23]=[C:22]([C:25]4[CH:30]=[CH:29][C:28]([CH3:31])=[CH:27][CH:26]=4)[CH:21]=3)[CH:16]=[C:11]2[N:10]=1, predict the reactants needed to synthesize it. The reactants are: [F:1][C:2]1[C:7]([F:8])=[CH:6][CH:5]=[CH:4][C:3]=1[C:9]1[N:17]=[C:12]2[CH:13]=[N:14][NH:15][CH:16]=[C:11]2[N:10]=1.Cl[CH2:19][C:20]1[O:24][N:23]=[C:22]([C:25]2[CH:30]=[CH:29][C:28]([CH3:31])=[CH:27][CH:26]=2)[CH:21]=1. (4) Given the product [O:16]1[CH2:17][CH2:18][CH2:19][CH2:20][CH:15]1[N:6]1[C:7]2[CH:8]=[C:9]([C:11]([F:14])([F:13])[F:12])[CH:10]=[C:2]([C:21]#[N:22])[C:3]=2[CH:4]=[N:5]1, predict the reactants needed to synthesize it. The reactants are: Br[C:2]1[CH:10]=[C:9]([C:11]([F:14])([F:13])[F:12])[CH:8]=[C:7]2[C:3]=1[CH:4]=[N:5][N:6]2[CH:15]1[CH2:20][CH2:19][CH2:18][CH2:17][O:16]1.[CH3:21][N:22]1C(=O)CCC1.